Dataset: Forward reaction prediction with 1.9M reactions from USPTO patents (1976-2016). Task: Predict the product of the given reaction. (1) Given the reactants Cl[C:2](Cl)([O:4]C(=O)OC(Cl)(Cl)Cl)Cl.[Cl:13][C:14]1[C:19]([O:20][C:21]2[C:26]([C:27]([F:30])([F:29])[F:28])=[CH:25][CH:24]=[CH:23][N:22]=2)=[CH:18][C:17]([NH:31][C:32]([N:34](C=O)[NH2:35])=[S:33])=[C:16]([F:38])[CH:15]=1.C[C:40](C)=[O:41], predict the reaction product. The product is: [Cl:13][C:14]1[C:19]([O:20][C:21]2[C:26]([C:27]([F:30])([F:28])[F:29])=[CH:25][CH:24]=[CH:23][N:22]=2)=[CH:18][C:17]([N:31]=[C:32]2[S:33][C:2](=[O:4])[N:35]([CH:40]=[O:41])[NH:34]2)=[C:16]([F:38])[CH:15]=1. (2) Given the reactants [BH4-].[Na+].CO.[CH3:5][O:6][C:7](=[O:32])[CH2:8][CH2:9][CH2:10][S:11][CH2:12][CH2:13][N:14]1[C@@H:19](/[CH:20]=[CH:21]/[C:22](=[O:30])[CH2:23][C:24]2[CH:29]=[CH:28][CH:27]=[CH:26][CH:25]=2)[CH2:18][CH2:17][CH2:16][C:15]1=[O:31], predict the reaction product. The product is: [CH3:5][O:6][C:7](=[O:32])[CH2:8][CH2:9][CH2:10][S:11][CH2:12][CH2:13][N:14]1[C:15](=[O:31])[CH2:16][CH2:17][CH2:18][C@@H:19]1/[CH:20]=[CH:21]/[CH:22]([OH:30])[CH2:23][C:24]1[CH:25]=[CH:26][CH:27]=[CH:28][CH:29]=1. (3) Given the reactants [CH3:1][O:2][C:3]1[CH:4]=[C:5]([NH:20][C:21]2[N:26]=[C:25]([O:27][C:28]3[C:37]4[C:32](=[CH:33][CH:34]=[CH:35][CH:36]=4)[C:31]([NH:38][C:39](=O)[O:40]C4C=CC=CC=4)=[CH:30][CH:29]=3)[CH:24]=[CH:23][N:22]=2)[CH:6]=[C:7]([O:9][CH2:10][CH2:11][O:12][CH2:13][CH2:14][O:15][CH2:16][CH2:17][O:18][CH3:19])[CH:8]=1.[NH2:48][C:49]1[C:57]2[O:56][C:55](=[O:58])[NH:54][C:53]=2[CH:52]=[C:51]([C:59]([CH3:62])([CH3:61])[CH3:60])[CH:50]=1, predict the reaction product. The product is: [C:59]([C:51]1[CH:50]=[C:49]([NH:48][C:39]([NH:38][C:31]2[C:32]3[C:37](=[CH:36][CH:35]=[CH:34][CH:33]=3)[C:28]([O:27][C:25]3[CH:24]=[CH:23][N:22]=[C:21]([NH:20][C:5]4[CH:6]=[C:7]([O:9][CH2:10][CH2:11][O:12][CH2:13][CH2:14][O:15][CH2:16][CH2:17][O:18][CH3:19])[CH:8]=[C:3]([O:2][CH3:1])[CH:4]=4)[N:26]=3)=[CH:29][CH:30]=2)=[O:40])[C:57]2[O:56][C:55](=[O:58])[NH:54][C:53]=2[CH:52]=1)([CH3:62])([CH3:61])[CH3:60]. (4) Given the reactants [CH2:1]1[C:9]2[C:4](=[CH:5][CH:6]=[CH:7][CH:8]=2)[CH2:3][CH:2]1[NH:10][C:11]1[CH:16]=[CH:15][C:14]([N+:17]([O-])=O)=[CH:13][N:12]=1, predict the reaction product. The product is: [CH2:3]1[C:4]2[C:9](=[CH:8][CH:7]=[CH:6][CH:5]=2)[CH2:1][CH:2]1[NH:10][C:11]1[CH:16]=[CH:15][C:14]([NH2:17])=[CH:13][N:12]=1. (5) The product is: [C:13]([C:12]1[C:2]([N:16]2[CH2:21][CH2:20][CH2:19][CH:18]([CH2:22][C:23]([OH:25])=[O:24])[CH2:17]2)=[N:3][C:4]([CH3:15])=[C:5]([C:6]([O:8][CH2:9][CH3:10])=[O:7])[CH:11]=1)#[N:14]. Given the reactants Cl[C:2]1[C:12]([C:13]#[N:14])=[CH:11][C:5]([C:6]([O:8][CH2:9][CH3:10])=[O:7])=[C:4]([CH3:15])[N:3]=1.[NH:16]1[CH2:21][CH2:20][CH2:19][CH:18]([CH2:22][C:23]([OH:25])=[O:24])[CH2:17]1.CCN(C(C)C)C(C)C.CC(O)=O, predict the reaction product. (6) The product is: [S:11]1[C:20]2[C:15](=[CH:16][CH:17]=[CH:18][CH:19]=2)[CH:14]([NH2:10])[CH2:13][CH2:12]1. Given the reactants O1C2CCCC([NH2:10])C=2C=C1.[S:11]1[C:20]2[C:15](=[CH:16][CH:17]=[CH:18][CH:19]=2)[C:14](=O)[CH2:13][CH2:12]1, predict the reaction product.